Predict the reactants needed to synthesize the given product. From a dataset of Full USPTO retrosynthesis dataset with 1.9M reactions from patents (1976-2016). (1) Given the product [CH3:17][C:7]1[C:6]2[CH:5]=[C:4]([C:18]#[N:19])[CH:3]=[C:2]([C:20]3[CH:25]=[CH:24][CH:23]=[CH:22][CH:21]=3)[C:10]=2[N:9]2[CH2:11][CH2:12][CH2:13][NH:14][C:15](=[O:16])[C:8]=12, predict the reactants needed to synthesize it. The reactants are: Br[C:2]1[C:10]2[N:9]3[CH2:11][CH2:12][CH2:13][NH:14][C:15](=[O:16])[C:8]3=[C:7]([CH3:17])[C:6]=2[CH:5]=[C:4]([C:18]#[N:19])[CH:3]=1.[C:20]1(B(O)O)[CH:25]=[CH:24][CH:23]=[CH:22][CH:21]=1. (2) Given the product [Cl:1][C:2]1[C:10]([N+:11]([O-:13])=[O:12])=[C:9]([Cl:14])[C:8]([O:17][CH3:16])=[CH:7][C:3]=1[C:4]([OH:6])=[O:5], predict the reactants needed to synthesize it. The reactants are: [Cl:1][C:2]1[C:10]([N+:11]([O-:13])=[O:12])=[C:9]([Cl:14])[C:8](F)=[CH:7][C:3]=1[C:4]([OH:6])=[O:5].[CH3:16][O-:17].[Na+].Cl. (3) Given the product [CH2:21]([C:23]1([CH2:27][O:28][S:7]([C:4]2[CH:5]=[CH:6][C:1]([CH3:11])=[CH:2][CH:3]=2)(=[O:9])=[O:8])[CH2:26][O:25][CH2:24]1)[CH3:22], predict the reactants needed to synthesize it. The reactants are: [C:1]1([CH3:11])[CH:6]=[CH:5][C:4]([S:7](Cl)(=[O:9])=[O:8])=[CH:3][CH:2]=1.C1(C)C=CC=CC=1.[OH-].[Na+].[CH2:21]([C:23]1([CH2:27][OH:28])[CH2:26][O:25][CH2:24]1)[CH3:22]. (4) Given the product [CH2:16]([O:15][C:13]([N:10]1[CH2:11][CH2:12][C:7]2[C:5]([OH:4])=[N:33][C:31]([S:30][CH3:29])=[N:32][C:8]=2[CH2:9]1)=[O:14])[C:17]1[CH:22]=[CH:21][CH:20]=[CH:19][CH:18]=1, predict the reactants needed to synthesize it. The reactants are: [Na].C([O:4][C:5]([CH:7]1[CH2:12][CH2:11][N:10]([C:13]([O:15][CH2:16][C:17]2[CH:22]=[CH:21][CH:20]=[CH:19][CH:18]=2)=[O:14])[CH2:9][C:8]1=O)=O)C.S(O)(O)(=O)=O.[CH3:29][S:30][C:31](=[NH:33])[NH2:32]. (5) Given the product [CH:25]1([C:30]#[C:31][C:2]2[CH:23]=[CH:22][C:5]([C:6]([NH:8][S:9]([C:12]3[CH:17]=[CH:16][CH:15]=[CH:14][C:13]=3[S:18](=[O:21])(=[O:20])[NH2:19])(=[O:11])=[O:10])=[O:7])=[CH:4][C:3]=2[F:24])[CH2:29][CH2:28][CH2:27][CH2:26]1, predict the reactants needed to synthesize it. The reactants are: Br[C:2]1[CH:23]=[CH:22][C:5]([C:6]([NH:8][S:9]([C:12]2[CH:17]=[CH:16][CH:15]=[CH:14][C:13]=2[S:18](=[O:21])(=[O:20])[NH2:19])(=[O:11])=[O:10])=[O:7])=[CH:4][C:3]=1[F:24].[CH:25]1([C:30]#[CH:31])[CH2:29][CH2:28][CH2:27][CH2:26]1.C(NC(C)C)(C)C. (6) Given the product [C:60]([C:58]1[CH:59]=[C:51]([NH:50][C:46]2[CH:45]=[C:44]([O:43][C:36]3[C:37]4[C:42](=[CH:41][CH:40]=[CH:39][CH:38]=4)[C:33]([NH:32][C:30](=[O:31])[O:29][C:25]([CH3:26])([CH3:28])[CH3:27])=[CH:34][CH:35]=3)[CH:49]=[CH:48][N:47]=2)[CH:52]=[C:53]([C:54](=[O:56])[NH:73][C@@H:71]([CH3:72])[CH2:70][O:69][CH2:68][CH2:67][O:66][CH2:65][CH2:64][O:63][CH3:62])[CH:57]=1)#[CH:61], predict the reactants needed to synthesize it. The reactants are: CN(C(ON1N=NC2C=CC=NC1=2)=[N+](C)C)C.F[P-](F)(F)(F)(F)F.[C:25]([O:29][C:30]([NH:32][C:33]1[C:42]2[C:37](=[CH:38][CH:39]=[CH:40][CH:41]=2)[C:36]([O:43][C:44]2[CH:49]=[CH:48][N:47]=[C:46]([NH:50][C:51]3[CH:52]=[C:53]([CH:57]=[C:58]([C:60]#[CH:61])[CH:59]=3)[C:54]([OH:56])=O)[CH:45]=2)=[CH:35][CH:34]=1)=[O:31])([CH3:28])([CH3:27])[CH3:26].[CH3:62][O:63][CH2:64][CH2:65][O:66][CH2:67][CH2:68][O:69][CH2:70][C@@H:71]([NH2:73])[CH3:72].CCN(C(C)C)C(C)C. (7) Given the product [C:1]([NH:31][CH2:32][CH2:33][CH2:34][CH2:35][C:36]1[C:49]2[C:40](=[C:41]3[C:46](=[CH:47][CH:48]=2)[CH:45]=[CH:44][CH:43]=[N:42]3)[N:39]=[CH:38][CH:37]=1)(=[O:20])[CH2:2][CH2:3][CH2:4][CH2:5][CH2:6][CH2:7][CH2:8][CH2:9][CH2:10][CH2:11][CH2:12][CH2:13][CH2:14][CH2:15][CH2:16][CH2:17][CH3:18], predict the reactants needed to synthesize it. The reactants are: [C:1]([OH:20])(=O)[CH2:2][CH2:3][CH2:4][CH2:5][CH2:6][CH2:7][CH2:8][CH2:9][CH2:10][CH2:11][CH2:12][CH2:13][CH2:14][CH2:15][CH2:16][CH2:17][CH3:18].S(Cl)(Cl)=O.N1C=CC=CC=1.[NH2:31][CH2:32][CH2:33][CH2:34][CH2:35][C:36]1[C:49]2[C:40](=[C:41]3[C:46](=[CH:47][CH:48]=2)[CH:45]=[CH:44][CH:43]=[N:42]3)[N:39]=[CH:38][CH:37]=1.